From a dataset of Forward reaction prediction with 1.9M reactions from USPTO patents (1976-2016). Predict the product of the given reaction. (1) Given the reactants [CH2:1]([O:8][C:9]([N:11]([CH3:33])[N:12]1[C:21]([C:22]([OH:24])=[O:23])=[C:20]([C:25]2[CH:30]=[CH:29][CH:28]=[CH:27][CH:26]=2)[C:19]2[C:14](=[CH:15][CH:16]=[C:17]([Cl:31])[CH:18]=2)[C:13]1=[O:32])=[O:10])[C:2]1[CH:7]=[CH:6][CH:5]=[CH:4][CH:3]=1.C1(P(C2C=CC=CC=2)C2C=CC=CC=2)C=CC=CC=1.[CH2:53](O)[C:54]1[CH:59]=[CH:58][CH:57]=[CH:56][CH:55]=1.N(C(OCC)=O)=NC(OCC)=O, predict the reaction product. The product is: [CH2:53]([O:23][C:22]([C:21]1[N:12]([N:11]([C:9]([O:8][CH2:1][C:2]2[CH:7]=[CH:6][CH:5]=[CH:4][CH:3]=2)=[O:10])[CH3:33])[C:13](=[O:32])[C:14]2[C:19]([C:20]=1[C:25]1[CH:30]=[CH:29][CH:28]=[CH:27][CH:26]=1)=[CH:18][C:17]([Cl:31])=[CH:16][CH:15]=2)=[O:24])[C:54]1[CH:59]=[CH:58][CH:57]=[CH:56][CH:55]=1. (2) Given the reactants [C:1]1([CH3:11])[CH:6]=[CH:5][C:4]([S:7](Cl)(=[O:9])=[O:8])=[CH:3][CH:2]=1.C(N(CC)CC)C.[F:19][C:20]([F:32])([F:31])[C:21]1[CH:22]=[C:23]([CH2:27][CH2:28][CH2:29][OH:30])[CH:24]=[CH:25][CH:26]=1.O, predict the reaction product. The product is: [F:19][C:20]([F:31])([F:32])[C:21]1[CH:22]=[C:23]([CH2:27][CH2:28][CH2:29][O:30][S:7]([C:4]2[CH:5]=[CH:6][C:1]([CH3:11])=[CH:2][CH:3]=2)(=[O:9])=[O:8])[CH:24]=[CH:25][CH:26]=1. (3) Given the reactants [CH3:1][C@H:2]1[CH2:7][N:6]2[N:8]=[CH:9][C:10]([N:11]3[CH2:15][CH:14]([NH:16][C:17]4[N:22]=[CH:21][CH:20]=[CH:19][N:18]=4)[CH2:13][C:12]3=[O:23])=[C:5]2[CH2:4][N:3]1[C:24]([O:26]C(C)(C)C)=O.[F:31][C:32]1[CH:33]=[C:34]([NH:40]C(=O)OC2C=CC=CC=2)[CH:35]=[C:36]([F:39])[C:37]=1[F:38].CCN(C(C)C)C(C)C, predict the reaction product. The product is: [CH3:1][C@H:2]1[CH2:7][N:6]2[N:8]=[CH:9][C:10]([N:11]3[CH2:15][CH:14]([NH:16][C:17]4[N:18]=[CH:19][CH:20]=[CH:21][N:22]=4)[CH2:13][C:12]3=[O:23])=[C:5]2[CH2:4][N:3]1[C:24]([NH:40][C:34]1[CH:33]=[C:32]([F:31])[C:37]([F:38])=[C:36]([F:39])[CH:35]=1)=[O:26]. (4) Given the reactants Br[C:2]1[CH:3]=[C:4]2[C:8](=[CH:9][CH:10]=1)[N:7]([CH3:11])[C:6]([CH:12]1[CH2:16][CH2:15][N:14]([C:17]([O:19][C:20]([CH3:23])([CH3:22])[CH3:21])=[O:18])[CH2:13]1)=[CH:5]2.[Li]CCCC.CON(C)[C:32](=[O:36])[CH2:33][CH2:34][CH3:35], predict the reaction product. The product is: [C:32]([C:2]1[CH:3]=[C:4]2[C:8](=[CH:9][CH:10]=1)[N:7]([CH3:11])[C:6]([CH:12]1[CH2:16][CH2:15][N:14]([C:17]([O:19][C:20]([CH3:23])([CH3:22])[CH3:21])=[O:18])[CH2:13]1)=[CH:5]2)(=[O:36])[CH2:33][CH2:34][CH3:35]. (5) Given the reactants [CH2:1]([Mg]Br)[CH3:2].[CH2:5]([O:7][C:8]1[CH:9]=[C:10]([CH:16]=[CH:17][C:18]=1[O:19][CH2:20][CH3:21])[C:11](OCC)=O)[CH3:6].[Cl-].[NH4+].S(=O)(=O)(O)O.[OH-].[Na+].[CH3:31][CH2:32]OCC, predict the reaction product. The product is: [CH2:31](/[C:11](/[C:10]1[CH:16]=[CH:17][C:18]([O:19][CH2:20][CH3:21])=[C:8]([O:7][CH2:5][CH3:6])[CH:9]=1)=[CH:1]/[CH3:2])[CH3:32]. (6) Given the reactants [N+](C1C=CC(C(=O)C)=CC=1)([O-])=O.Cl.C(NCC)C.Cl.[CH2:20]([N:22]([CH2:36][CH3:37])[CH2:23][CH2:24][C:25]([C:27]1[CH:32]=[CH:31][C:30]([N+:33]([O-:35])=[O:34])=[CH:29][CH:28]=1)=O)[CH3:21], predict the reaction product. The product is: [CH2:20]([N:22]([CH2:23][CH2:24][CH2:25][C:27]1[CH:28]=[CH:29][C:30]([N+:33]([O-:35])=[O:34])=[CH:31][CH:32]=1)[CH2:36][CH3:37])[CH3:21]. (7) Given the reactants [CH3:1][C:2]1[N:3]([CH2:30][C:31]([O:33]CC)=[O:32])[C:4]2[CH2:5][C:6]([CH3:29])([CH3:28])[CH2:7][C:8](=[O:27])[C:9]=2[C:10]=1[S:11][C:12]1[CH:17]=[CH:16][C:15]([S:18]([N:21]2[CH2:26][CH2:25][O:24][CH2:23][CH2:22]2)(=[O:20])=[O:19])=[CH:14][CH:13]=1.[OH-].[Na+].Cl, predict the reaction product. The product is: [CH3:1][C:2]1[N:3]([CH2:30][C:31]([OH:33])=[O:32])[C:4]2[CH2:5][C:6]([CH3:29])([CH3:28])[CH2:7][C:8](=[O:27])[C:9]=2[C:10]=1[S:11][C:12]1[CH:17]=[CH:16][C:15]([S:18]([N:21]2[CH2:26][CH2:25][O:24][CH2:23][CH2:22]2)(=[O:19])=[O:20])=[CH:14][CH:13]=1. (8) Given the reactants [F:1][C:2]1[CH:30]=[CH:29][C:5]([O:6][C:7]2[CH:12]=[CH:11][C:10]([NH:13][C:14]([C@@H:16]3[CH2:20][C@@H:19]([OH:21])[CH2:18][N:17]3C(OC(C)(C)C)=O)=[O:15])=[CH:9][CH:8]=2)=[CH:4][CH:3]=1, predict the reaction product. The product is: [F:1][C:2]1[CH:30]=[CH:29][C:5]([O:6][C:7]2[CH:8]=[CH:9][C:10]([NH:13][C:14]([C@@H:16]3[CH2:20][C@@H:19]([OH:21])[CH2:18][NH:17]3)=[O:15])=[CH:11][CH:12]=2)=[CH:4][CH:3]=1.